Dataset: Full USPTO retrosynthesis dataset with 1.9M reactions from patents (1976-2016). Task: Predict the reactants needed to synthesize the given product. (1) Given the product [CH3:16][N:13]1[CH2:14][CH2:15][N:10]([CH2:9][CH2:8][C:5]2[CH:6]=[CH:7][C:2]([CH:24]=[O:25])=[CH:3][CH:4]=2)[CH2:11][CH2:12]1, predict the reactants needed to synthesize it. The reactants are: Br[C:2]1[CH:7]=[CH:6][C:5]([CH2:8][CH2:9][N:10]2[CH2:15][CH2:14][N:13]([CH3:16])[CH2:12][CH2:11]2)=[CH:4][CH:3]=1.C([Li])CCC.CN(C)[CH:24]=[O:25]. (2) Given the product [CH2:1]([C:3]1[CH:4]=[C:5]([CH2:9][CH2:10][CH2:11][O:12][CH:13]2[CH2:18][CH2:17][CH2:16][CH2:15][O:14]2)[CH:6]=[CH:7][CH:8]=1)[CH3:2], predict the reactants needed to synthesize it. The reactants are: [CH2:1]([C:3]1[CH:4]=[C:5]([C:9]#[C:10][CH2:11][O:12][CH:13]2[CH2:18][CH2:17][CH2:16][CH2:15][O:14]2)[CH:6]=[CH:7][CH:8]=1)[CH3:2]. (3) The reactants are: [CH3:1][Mg]I.Cl[C:5]1[N:14]=[C:13]([C:15]2[CH:20]=[CH:19][C:18]([CH:21]([CH3:23])[CH3:22])=[CH:17][CH:16]=2)[C:12]2[C:7](=[CH:8][C:9]([O:26][CH3:27])=[C:10]([O:24][CH3:25])[CH:11]=2)[N:6]=1. Given the product [CH:21]([C:18]1[CH:19]=[CH:20][C:15]([C:13]2[C:12]3[C:7](=[CH:8][C:9]([O:26][CH3:27])=[C:10]([O:24][CH3:25])[CH:11]=3)[N:6]=[C:5]([CH3:1])[N:14]=2)=[CH:16][CH:17]=1)([CH3:23])[CH3:22], predict the reactants needed to synthesize it. (4) Given the product [CH3:20][O:19][C:17]1[C:16]([O:21][CH3:22])=[CH:15][C:14]2[N:10]([C:8]3[S:9][C:5]([C:3]([OH:2])=[O:4])=[C:6]([C:26]4[CH:27]=[CH:28][S:24][CH:25]=4)[N:7]=3)[CH:11]=[N:12][C:13]=2[CH:18]=1, predict the reactants needed to synthesize it. The reactants are: C[O:2][C:3]([C:5]1[S:9][C:8]([N:10]2[C:14]3[CH:15]=[C:16]([O:21][CH3:22])[C:17]([O:19][CH3:20])=[CH:18][C:13]=3[N:12]=[CH:11]2)=[N:7][C:6]=1Br)=[O:4].[S:24]1[CH:28]=[CH:27][C:26](B(O)O)=[CH:25]1. (5) Given the product [ClH:26].[N:13]1([CH2:12][CH:8]2[C:7]3[CH:6]=[CH:5][CH:4]=[C:3]([C:1]#[N:2])[C:11]=3[O:10][CH2:9]2)[CH2:18][CH2:17][NH:16][CH2:15][CH2:14]1, predict the reactants needed to synthesize it. The reactants are: [C:1]([C:3]1[C:11]2[O:10][CH2:9][CH:8]([CH2:12][N:13]3[CH2:18][CH2:17][N:16](C(OC(C)(C)C)=O)[CH2:15][CH2:14]3)[C:7]=2[CH:6]=[CH:5][CH:4]=1)#[N:2].[ClH:26].O1CCOCC1. (6) Given the product [Cl:36][C:37]1[CH:45]=[CH:44][C:40]([C:41]([NH:1][C:2]2[CH:7]=[N:6][C:5]([NH:8][CH2:9][CH2:10][N:11]3[CH:15]=[CH:14][C:13]([NH:16][C:17]([C:30]4[CH:35]=[CH:34][CH:33]=[CH:32][CH:31]=4)([C:24]4[CH:25]=[CH:26][CH:27]=[CH:28][CH:29]=4)[C:18]4[CH:23]=[CH:22][CH:21]=[CH:20][CH:19]=4)=[N:12]3)=[CH:4][CH:3]=2)=[O:42])=[C:39]([N:46]([CH3:48])[CH3:47])[CH:38]=1, predict the reactants needed to synthesize it. The reactants are: [NH2:1][C:2]1[CH:3]=[CH:4][C:5]([NH:8][CH2:9][CH2:10][N:11]2[CH:15]=[CH:14][C:13]([NH:16][C:17]([C:30]3[CH:35]=[CH:34][CH:33]=[CH:32][CH:31]=3)([C:24]3[CH:29]=[CH:28][CH:27]=[CH:26][CH:25]=3)[C:18]3[CH:23]=[CH:22][CH:21]=[CH:20][CH:19]=3)=[N:12]2)=[N:6][CH:7]=1.[Cl:36][C:37]1[CH:45]=[CH:44][C:40]([C:41](O)=[O:42])=[C:39]([N:46]([CH3:48])[CH3:47])[CH:38]=1.ON1C2C=CC=CC=2N=N1.Cl.CN(C)CCCN=C=NCC.